From a dataset of Full USPTO retrosynthesis dataset with 1.9M reactions from patents (1976-2016). Predict the reactants needed to synthesize the given product. (1) The reactants are: [CH2:1]([N:8]1[CH2:13][CH2:12][CH2:11][CH2:10][C:9]1=O)[C:2]1[CH:7]=[CH:6][CH:5]=[CH:4][CH:3]=1.[C:15]([O:19][C:20](=[O:25])[NH:21][CH2:22][CH2:23][NH2:24])([CH3:18])([CH3:17])[CH3:16].[C:26]([OH:29])(=O)[CH3:27].[BH-](OC(C)=O)(OC(C)=O)O[C:32](C)=O.[Na+].C([O-])(O)=O.[Na+].[Cl-]. Given the product [C:15]([O:19][C:20](=[O:25])[NH:21][CH2:22][CH2:23][N:24]([C:26](=[O:29])[CH:27]=[CH2:32])[CH:11]1[CH2:12][CH2:13][N:8]([CH2:1][C:2]2[CH:7]=[CH:6][CH:5]=[CH:4][CH:3]=2)[CH2:9][CH2:10]1)([CH3:18])([CH3:16])[CH3:17], predict the reactants needed to synthesize it. (2) The reactants are: C(OCC(Cl)=O)C1C=CC=CC=1.[CH2:13]([O:20][CH2:21][C:22]([N:24]=[C:25]=[S:26])=[O:23])[C:14]1[CH:19]=[CH:18][CH:17]=[CH:16][CH:15]=1.[CH3:27][O:28][C:29]1[CH:30]=[C:31]2[C:36](=[CH:37][C:38]=1[O:39][CH3:40])[N:35]=[CH:34][CH:33]=[C:32]2[O:41][C:42]1[CH:48]=[CH:47][C:45]([NH2:46])=[CH:44][C:43]=1[F:49].C1(C)C=CC=CC=1. Given the product [CH2:13]([O:20][CH2:21][C:22]([N:24]=[C:25]=[S:26])=[O:23])[C:14]1[CH:19]=[CH:18][CH:17]=[CH:16][CH:15]=1.[CH2:13]([O:20][CH2:21][C:22]([NH:24][C:25]([NH:46][C:45]1[CH:47]=[CH:48][C:42]([O:41][C:32]2[C:31]3[C:36](=[CH:37][C:38]([O:39][CH3:40])=[C:29]([O:28][CH3:27])[CH:30]=3)[N:35]=[CH:34][CH:33]=2)=[C:43]([F:49])[CH:44]=1)=[S:26])=[O:23])[C:14]1[CH:19]=[CH:18][CH:17]=[CH:16][CH:15]=1, predict the reactants needed to synthesize it. (3) Given the product [CH2:41]([N:27]([CH:28]1[CH2:29][CH2:30][NH:31][CH2:32][CH2:33]1)[C:5]1[C:4]2[CH2:1][CH:2]=[CH:21][CH2:20][CH2:19][C:18]3[CH:17]=[C:16]([CH3:23])[N:15]=[C:14]([O:24][CH3:25])[C:13]=3[CH2:12][NH:11][C:10](=[O:26])[C:9]=2[CH:8]=[CH:7][CH:6]=1)[CH3:42], predict the reactants needed to synthesize it. The reactants are: [CH2:1]([C:4]1[C:9]([C:10](=[O:26])[NH:11][CH2:12][C:13]2[C:14]([O:24][CH3:25])=[N:15][C:16]([CH3:23])=[CH:17][C:18]=2[CH2:19][CH2:20][CH:21]=C)=[CH:8][CH:7]=[CH:6][C:5]=1[N:27]([CH2:41][CH3:42])[CH:28]1[CH2:33][CH2:32][N:31](C(OC(C)(C)C)=O)[CH2:30][CH2:29]1)[CH:2]=C.C(O)(C(F)(F)F)=O. (4) Given the product [Cl:1][C:2]1[CH:7]=[CH:6][C:5]([OH:8])=[C:4]([I:10])[CH:3]=1, predict the reactants needed to synthesize it. The reactants are: [Cl:1][C:2]1[CH:7]=[CH:6][C:5]([O:8]C)=[C:4]([I:10])[CH:3]=1.B(Br)(Br)Br.